Dataset: Full USPTO retrosynthesis dataset with 1.9M reactions from patents (1976-2016). Task: Predict the reactants needed to synthesize the given product. Given the product [Cl:1][C:2]1[C:3]([C:8]2[CH:13]=[C:12]([C:14]([F:17])([F:16])[F:15])[CH:11]=[CH:10][C:9]=2[C:18]([NH:19][C:20]2[C:28]([CH3:29])=[CH:27][C:26](/[CH:30]=[N:31]/[O:32][CH3:33])=[CH:25][C:21]=2[C:22]([NH:35][CH3:34])=[O:24])=[O:23])=[N:4][CH:5]=[CH:6][CH:7]=1, predict the reactants needed to synthesize it. The reactants are: [Cl:1][C:2]1[C:3]([C:8]2[CH:13]=[C:12]([C:14]([F:17])([F:16])[F:15])[CH:11]=[CH:10][C:9]=2[C:18]2[O:23][C:22](=[O:24])[C:21]3[CH:25]=[C:26](/[CH:30]=[N:31]/[O:32][CH3:33])[CH:27]=[C:28]([CH3:29])[C:20]=3[N:19]=2)=[N:4][CH:5]=[CH:6][CH:7]=1.[CH3:34][NH2:35].